Task: Predict the reactants needed to synthesize the given product.. Dataset: Retrosynthesis with 50K atom-mapped reactions and 10 reaction types from USPTO (1) Given the product Cc1nn(C)c(C)c1-c1cccc(-n2c(N)nc3ccccc32)c1, predict the reactants needed to synthesize it. The reactants are: Cc1nn(C)c(C)c1Br.Nc1nc2ccccc2n1-c1cccc(B2OCCCO2)c1. (2) Given the product CC(C)(C)OC(=O)N1CC=C(c2cccc([N+](=O)[O-])c2N)CC1, predict the reactants needed to synthesize it. The reactants are: CC(C)(C)OC(=O)N1CC=C(B2OC(C)(C)C(C)(C)O2)CC1.Nc1c(Cl)cccc1[N+](=O)[O-]. (3) Given the product CC(=NCCO)c1ccccc1NC(=O)C(Cl)(Cl)Cl, predict the reactants needed to synthesize it. The reactants are: CC(=O)c1ccccc1NC(=O)C(Cl)(Cl)Cl.NCCO.